From a dataset of Full USPTO retrosynthesis dataset with 1.9M reactions from patents (1976-2016). Predict the reactants needed to synthesize the given product. (1) Given the product [C:24]([O:26][CH3:27])(=[O:25])[CH2:23][CH2:22][CH2:21][CH2:20][CH2:19][CH2:18][CH2:17]/[CH:16]=[CH:15]\[CH2:14][CH2:1][CH2:2][CH2:3][CH2:4][CH2:5][CH2:6][CH3:7].[C:24]([OH:26])([OH:25])=[CH:23][CH2:22][CH3:21], predict the reactants needed to synthesize it. The reactants are: [CH2:1](O)[CH:2]=[CH:3][CH2:4][CH2:5][CH2:6][CH2:7]CCCC.O[CH2:14][CH:15]=[CH:16][CH2:17][CH2:18][CH2:19][CH2:20][CH2:21][CH2:22][CH2:23][C:24]([O:26][CH3:27])=[O:25]. (2) Given the product [CH3:14][C:11]1([CH3:15])[O:10][C@H:9]([CH2:8][C:7]([S:17]([Cl:20])(=[O:19])=[O:18])=[CH2:16])[CH2:13][O:12]1, predict the reactants needed to synthesize it. The reactants are: C([Li])(C)(C)C.I[C:7](=[CH2:16])[CH2:8][C@@H:9]1[CH2:13][O:12][C:11]([CH3:15])([CH3:14])[O:10]1.[S:17](Cl)([Cl:20])(=[O:19])=[O:18].